Dataset: Ames mutagenicity test results for genotoxicity prediction. Task: Regression/Classification. Given a drug SMILES string, predict its toxicity properties. Task type varies by dataset: regression for continuous values (e.g., LD50, hERG inhibition percentage) or binary classification for toxic/non-toxic outcomes (e.g., AMES mutagenicity, cardiotoxicity, hepatotoxicity). Dataset: ames. (1) The drug is Cc1ccc(NO)cc1C. The result is 1 (mutagenic). (2) The drug is C[C@H](CO)[N+](=O)[O-]. The result is 0 (non-mutagenic). (3) The molecule is CN1CCN(C2=Nc3cc(Cl)ccc3Nc3ccccc32)CC1. The result is 0 (non-mutagenic). (4) The compound is Cc1cc(O)c(C(C)(C)C)cc1Sc1cc(C(C)(C)C)c(O)cc1C. The result is 0 (non-mutagenic). (5) The drug is CCCCCCCCCC. The result is 0 (non-mutagenic). (6) The molecule is Cc1nc2ccc(N)c(C)c2nc1C. The result is 1 (mutagenic). (7) The drug is O=[N+]([O-])c1ccc(Sc2ccccc2)cc1. The result is 1 (mutagenic).